Dataset: Catalyst prediction with 721,799 reactions and 888 catalyst types from USPTO. Task: Predict which catalyst facilitates the given reaction. (1) Reactant: [N:1]([C:4]1[CH:5]=[C:6]2[C:15](=[CH:16][CH:17]=1)[N:14]=[C:13]1[C:8]([C:9]3[CH:25]=[CH:24][CH:23]=[CH:22][C:10]=3[C:11]3[CH:21]=[CH:20][CH:19]=[CH:18][C:12]=31)=[N:7]2)=[C:2]=[S:3].[NH:26]1[CH2:31][CH2:30][O:29][CH2:28][CH2:27]1. Product: [CH:18]1[C:12]2[C:13]3[C:8]([C:9]4[CH:25]=[CH:24][CH:23]=[CH:22][C:10]=4[C:11]=2[CH:21]=[CH:20][CH:19]=1)=[N:7][C:6]1[C:15](=[CH:16][CH:17]=[C:4]([NH:1][C:2]([N:26]2[CH2:31][CH2:30][O:29][CH2:28][CH2:27]2)=[S:3])[CH:5]=1)[N:14]=3. The catalyst class is: 12. (2) Reactant: C(OC(=O)[NH:7][C@H:8]([C:12](=[O:16])[NH:13][O:14][CH3:15])[CH:9]([CH3:11])[CH3:10])(C)(C)C.S(=O)(=O)(O)O. Product: [NH2:7][C@@H:8]([CH:9]([CH3:11])[CH3:10])[C:12]([NH:13][O:14][CH3:15])=[O:16]. The catalyst class is: 71. (3) Reactant: [F:1][C:2]1[CH:7]=[CH:6][C:5]([C:8](=[C:22]2[CH2:27][C:26]([CH3:29])([CH3:28])[CH2:25][C:24]([CH3:31])([CH3:30])[CH2:23]2)[C:9]2[CH:14]=[CH:13][C:12]([O:15][CH2:16][C:17]([O:19]CC)=[O:18])=[CH:11][CH:10]=2)=[CH:4][CH:3]=1.[OH-].[Na+].Cl. Product: [F:1][C:2]1[CH:7]=[CH:6][C:5]([C:8](=[C:22]2[CH2:23][C:24]([CH3:31])([CH3:30])[CH2:25][C:26]([CH3:29])([CH3:28])[CH2:27]2)[C:9]2[CH:14]=[CH:13][C:12]([O:15][CH2:16][C:17]([OH:19])=[O:18])=[CH:11][CH:10]=2)=[CH:4][CH:3]=1. The catalyst class is: 242. (4) Reactant: C1CCN2C(=NCCC2)CC1.[I:12][C:13]1[CH:20]=[CH:19][C:16]([CH:17]=O)=[CH:15][CH:14]=1.C(OP([CH2:29][C:30]([O:32][C:33]([CH3:36])([CH3:35])[CH3:34])=[O:31])(OCC)=O)C.[Cl-].[Li+]. Product: [I:12][C:13]1[CH:20]=[CH:19][C:16](/[CH:17]=[CH:29]/[C:30]([O:32][C:33]([CH3:36])([CH3:35])[CH3:34])=[O:31])=[CH:15][CH:14]=1. The catalyst class is: 10.